This data is from HIV replication inhibition screening data with 41,000+ compounds from the AIDS Antiviral Screen. The task is: Binary Classification. Given a drug SMILES string, predict its activity (active/inactive) in a high-throughput screening assay against a specified biological target. (1) The molecule is CCCCCCCCOP(=O)(O)OP(=O)(O)OCC1OC(n2ccc(=N)[nH]c2=O)C(O)C1O.[NaH]. The result is 0 (inactive). (2) The drug is CC(=O)NC(CCCCNCc1ccccc1)C(=O)NCc1ccccc1. The result is 0 (inactive).